This data is from Full USPTO retrosynthesis dataset with 1.9M reactions from patents (1976-2016). The task is: Predict the reactants needed to synthesize the given product. Given the product [NH2:15][C:14]1[C:9]([NH:8][CH:7]2[CH2:6][CH2:5][N:4]([C:21]([O:23][C:24]([CH3:26])([CH3:25])[CH3:27])=[O:22])[CH2:3][CH:2]2[F:1])=[C:10]2[S:20][CH:19]=[CH:18][C:11]2=[N:12][CH:13]=1, predict the reactants needed to synthesize it. The reactants are: [F:1][CH:2]1[CH:7]([NH:8][C:9]2[C:14]([N+:15]([O-])=O)=[CH:13][N:12]=[C:11]3[CH:18]=[CH:19][S:20][C:10]=23)[CH2:6][CH2:5][N:4]([C:21]([O:23][C:24]([CH3:27])([CH3:26])[CH3:25])=[O:22])[CH2:3]1.